Dataset: Full USPTO retrosynthesis dataset with 1.9M reactions from patents (1976-2016). Task: Predict the reactants needed to synthesize the given product. (1) The reactants are: [C:1]([O:5][C:6](=[O:30])[N:7]([C:9]1[CH:10]=[C:11]2[C:16](=[CH:17][C:18]=1[F:19])[C:15](=[O:20])[N:14]([C:21]1[CH:26]=[CH:25][C:24]([N+:27]([O-])=O)=[CH:23][CH:22]=1)[CH:13]=[CH:12]2)[CH3:8])([CH3:4])([CH3:3])[CH3:2]. Given the product [C:1]([O:5][C:6](=[O:30])[N:7]([C:9]1[CH:10]=[C:11]2[C:16](=[CH:17][C:18]=1[F:19])[C:15](=[O:20])[N:14]([C:21]1[CH:22]=[CH:23][C:24]([NH2:27])=[CH:25][CH:26]=1)[CH:13]=[CH:12]2)[CH3:8])([CH3:4])([CH3:2])[CH3:3], predict the reactants needed to synthesize it. (2) Given the product [Cl:5][C:6]1[CH:7]=[CH:8][C:9]([C:12](=[O:18])[CH2:13][CH2:14][C:15]([OH:17])=[O:16])=[CH:10][C:11]=1[N+:1]([O-:4])=[O:2], predict the reactants needed to synthesize it. The reactants are: [N+:1]([O-:4])(O)=[O:2].[Cl:5][C:6]1[CH:11]=[CH:10][C:9]([C:12](=[O:18])[CH2:13][CH2:14][C:15]([OH:17])=[O:16])=[CH:8][CH:7]=1. (3) Given the product [NH2:48][C:47]1[N:43]([CH3:42])[N:44]=[CH:45][C:46]=1[NH:49][C:12](=[O:14])[CH2:11][CH2:10][N:8]([CH3:9])[C:6](=[O:7])[O:5][C:1]([CH3:2])([CH3:3])[CH3:4], predict the reactants needed to synthesize it. The reactants are: [C:1]([O:5][C:6]([N:8]([CH2:10][CH2:11][C:12]([OH:14])=O)[CH3:9])=[O:7])([CH3:4])([CH3:3])[CH3:2].C1C=CC2N(O)N=NC=2C=1.CCN=C=NCCCN(C)C.Cl.S(O)(O)(=O)=O.[CH3:42][N:43]1[C:47]([NH2:48])=[C:46]([NH2:49])[CH:45]=[N:44]1.C(N(CC)C(C)C)(C)C. (4) Given the product [CH3:78][C:68]1[CH:73]=[CH:72][C:71]([S:74]([O:57][CH2:56][CH2:55][O:54][CH2:53][CH2:52][O:51][CH2:50][CH2:49][O:48][CH2:47][CH2:46][O:45][CH2:44][CH2:43][O:42][CH2:41][CH2:40][O:39][CH2:38][C:34]2[CH:35]=[CH:36][CH:37]=[C:32]([C:31](=[O:58])[NH:30][C:7]3[CH:6]=[CH:5][C:4]([N:3]([CH2:1][CH3:2])[CH2:59][CH3:60])=[CH:9][C:8]=3[C:10]3[CH:11]=[C:12]([C:13](=[O:14])[NH:15][CH2:16][C:17]4[CH:22]=[CH:21][CH:20]=[C:19]([C:23]([F:26])([F:25])[F:24])[CH:18]=4)[CH:27]=[CH:28][N:29]=3)[CH:33]=2)(=[O:76])=[O:75])=[CH:70][CH:69]=1, predict the reactants needed to synthesize it. The reactants are: [CH2:1]([N:3]([CH2:59][CH3:60])[C:4]1[CH:5]=[CH:6][C:7]([NH:30][C:31](=[O:58])[C:32]2[CH:37]=[CH:36][CH:35]=[C:34]([CH2:38][O:39][CH2:40][CH2:41][O:42][CH2:43][CH2:44][O:45][CH2:46][CH2:47][O:48][CH2:49][CH2:50][O:51][CH2:52][CH2:53][O:54][CH2:55][CH2:56][OH:57])[CH:33]=2)=[C:8]([C:10]2[CH:11]=[C:12]([CH:27]=[CH:28][N:29]=2)[C:13]([NH:15][CH2:16][C:17]2[CH:22]=[CH:21][CH:20]=[C:19]([C:23]([F:26])([F:25])[F:24])[CH:18]=2)=[O:14])[CH:9]=1)[CH3:2].C(N(CC)CC)C.[C:68]1([CH3:78])[CH:73]=[CH:72][C:71]([S:74](Cl)(=[O:76])=[O:75])=[CH:70][CH:69]=1. (5) Given the product [CH2:34]([C@@H:14]([CH2:13][CH2:12][C@H:8]([CH2:1][C:2]1[CH:3]=[CH:4][CH:5]=[CH:6][CH:7]=1)[C:9]([NH:42][C@H:43]1[CH2:49][CH2:48][CH2:47][CH2:46][N:45]([CH2:50][C:51]2[CH:56]=[CH:55][CH:54]=[CH:53][C:52]=2[Cl:57])[C:44]1=[O:58])=[O:10])[C:15]([NH:17][C@H:18]1[CH2:24][CH2:23][S:22][C@H:21]2[CH2:25][CH2:26][CH2:27][C@@H:28]([C:29]([O:31][CH3:32])=[O:30])[N:20]2[C:19]1=[O:33])=[O:16])[C:35]1[CH:40]=[CH:39][CH:38]=[CH:37][CH:36]=1, predict the reactants needed to synthesize it. The reactants are: [CH2:1]([C@@H:8]([CH2:12][CH2:13][C@H:14]([CH2:34][C:35]1[CH:40]=[CH:39][CH:38]=[CH:37][CH:36]=1)[C:15]([NH:17][C@H:18]1[CH2:24][CH2:23][S:22][C@H:21]2[CH2:25][CH2:26][CH2:27][C@@H:28]([C:29]([O:31][CH3:32])=[O:30])[N:20]2[C:19]1=[O:33])=[O:16])[C:9](O)=[O:10])[C:2]1[CH:7]=[CH:6][CH:5]=[CH:4][CH:3]=1.Cl.[NH2:42][C@H:43]1[CH2:49][CH2:48][CH2:47][CH2:46][N:45]([CH2:50][C:51]2[CH:56]=[CH:55][CH:54]=[CH:53][C:52]=2[Cl:57])[C:44]1=[O:58]. (6) Given the product [NH2:27][C:4]1[N:3]=[C:2]([CH3:1])[N:7]=[C:6]([C:8]2[C:9]([NH:14][C:15]3[C:16]4[CH:17]=[N:18][NH:19][C:20]=4[CH:21]=[CH:22][CH:23]=3)=[N:10][CH:11]=[CH:12][N:13]=2)[CH:5]=1, predict the reactants needed to synthesize it. The reactants are: [CH3:1][C:2]1[N:7]=[C:6]([C:8]2[C:9]([NH:14][C:15]3[C:16]4[CH:17]=[N:18][NH:19][C:20]=4[CH:21]=[CH:22][CH:23]=3)=[N:10][CH:11]=[CH:12][N:13]=2)[CH:5]=[C:4](S(C)=O)[N:3]=1.[NH3:27]. (7) Given the product [CH3:19][O:18][C:16]([N:15]([C:20]1[C:25]([CH3:26])=[C:24]([Cl:27])[CH:23]=[C:22]([CH:28]([NH:30][C:2]2[N:10]=[CH:9][N:8]=[C:7]3[C:3]=2[N:4]=[CH:5][NH:6]3)[CH3:29])[C:21]=1[C:31]1[CH:36]=[CH:35][CH:34]=[C:33]([F:37])[CH:32]=1)[C:13]([O:12][CH3:11])=[O:14])=[O:17], predict the reactants needed to synthesize it. The reactants are: Br[C:2]1[N:10]=[CH:9][N:8]=[C:7]2[C:3]=1[N:4]=[CH:5][NH:6]2.[CH3:11][O:12][C:13]([N:15]([C:20]1[C:25]([CH3:26])=[C:24]([Cl:27])[CH:23]=[C:22]([CH:28]([NH2:30])[CH3:29])[C:21]=1[C:31]1[CH:36]=[CH:35][CH:34]=[C:33]([F:37])[CH:32]=1)[C:16]([O:18][CH3:19])=[O:17])=[O:14].C(N(CC)C(C)C)(C)C.